From a dataset of Full USPTO retrosynthesis dataset with 1.9M reactions from patents (1976-2016). Predict the reactants needed to synthesize the given product. Given the product [CH2:1]([C:3]1[N:4]=[C:5]([CH2:8][C:14]([CH3:15])=[O:16])[S:6][CH:7]=1)[CH3:2], predict the reactants needed to synthesize it. The reactants are: [CH2:1]([C:3]1[N:4]=[C:5]([CH3:8])[S:6][CH:7]=1)[CH3:2].C([Li])CCC.[C:14](OCC)(=[O:16])[CH3:15].